Dataset: Catalyst prediction with 721,799 reactions and 888 catalyst types from USPTO. Task: Predict which catalyst facilitates the given reaction. (1) Reactant: [CH:1]1([C:4]([NH:6][C:7]2[N:8]=[C:9]3[CH:14]=[CH:13][C:12]([O:15][C:16]4[CH:17]=[CH:18][C:19]([F:32])=[C:20]([NH:22][C:23]([C:25]5[N:29]([CH3:30])[N:28]=[C:27]([CH3:31])[CH:26]=5)=[O:24])[CH:21]=4)=[N:11][N:10]3[CH:33]=2)=[O:5])[CH2:3][CH2:2]1.O.[C:35]1([S:41]([OH:44])(=[O:43])=[O:42])[CH:40]=[CH:39][CH:38]=[CH:37][CH:36]=1. Product: [C:35]1([S:41]([OH:44])(=[O:43])=[O:42])[CH:40]=[CH:39][CH:38]=[CH:37][CH:36]=1.[CH:1]1([C:4]([NH:6][C:7]2[N:8]=[C:9]3[CH:14]=[CH:13][C:12]([O:15][C:16]4[CH:17]=[CH:18][C:19]([F:32])=[C:20]([NH:22][C:23]([C:25]5[N:29]([CH3:30])[N:28]=[C:27]([CH3:31])[CH:26]=5)=[O:24])[CH:21]=4)=[N:11][N:10]3[CH:33]=2)=[O:5])[CH2:3][CH2:2]1. The catalyst class is: 8. (2) Reactant: [OH:1][CH:2]1[CH:6]([OH:7])[CH2:5][N:4]([C:8]([O:10][CH2:11][C:12]2[CH:17]=[CH:16][CH:15]=[CH:14][CH:13]=2)=[O:9])[CH2:3]1.C(N(CC)CC)C.[H-].[Na+].S(O[CH2:32][CH2:33][CH2:34][CH2:35][CH2:36][CH2:37][CH2:38][CH2:39]/[CH:40]=[CH:41]\[CH2:42]/[CH:43]=[CH:44]\[CH2:45][CH2:46][CH2:47][CH2:48][CH3:49])(=O)(=O)C.C([O-])([O-])=O.[K+].[K+].S(O[CH2:61][CH2:62][CH2:63][CH2:64][CH2:65][CH2:66][CH2:67][CH3:68])(=O)(=O)C. Product: [CH2:32]([O:1][CH:2]1[CH:6]([O:7][CH2:61][CH2:62][CH2:63][CH2:64][CH2:65][CH2:66][CH2:67][CH3:68])[CH2:5][N:4]([C:8]([O:10][CH2:11][C:12]2[CH:17]=[CH:16][CH:15]=[CH:14][CH:13]=2)=[O:9])[CH2:3]1)[CH2:33][CH2:34][CH2:35][CH2:36][CH2:37][CH2:38][CH2:39]/[CH:40]=[CH:41]\[CH2:42]/[CH:43]=[CH:44]\[CH2:45][CH2:46][CH2:47][CH2:48][CH3:49]. The catalyst class is: 345. (3) Reactant: [CH2:1]([O:3][C:4]([C:6]1([C:11]([O:13][CH2:14][CH3:15])=[O:12])[CH2:9][CH:8]([OH:10])[CH2:7]1)=[O:5])[CH3:2].CC(OI1(OC(C)=O)(OC(C)=O)OC(=O)C2C=CC=CC1=2)=O. Product: [CH2:14]([O:13][C:11]([C:6]1([C:4]([O:3][CH2:1][CH3:2])=[O:5])[CH2:9][C:8](=[O:10])[CH2:7]1)=[O:12])[CH3:15]. The catalyst class is: 4. (4) Reactant: [Br:1][C:2]1[CH:3]=[N:4][N:5]([CH3:17])[C:6]=1[C:7]1[CH:8]=[C:9]([C:14]([OH:16])=O)[S:10][C:11]=1[CH2:12][CH3:13].[NH2:18][C@@H:19]([CH2:32][C:33]1[CH:38]=[CH:37][CH:36]=[CH:35][C:34]=1[C:39]([F:42])([F:41])[F:40])[CH2:20][N:21]1[C:29](=[O:30])[C:28]2[C:23](=[CH:24][CH:25]=[CH:26][CH:27]=2)[C:22]1=[O:31].C(N(CC)C(C)C)(C)C.F[P-](F)(F)(F)(F)F.Br[P+](N1CCCC1)(N1CCCC1)N1CCCC1. Product: [Br:1][C:2]1[CH:3]=[N:4][N:5]([CH3:17])[C:6]=1[C:7]1[CH:8]=[C:9]([C:14]([NH:18][C@@H:19]([CH2:32][C:33]2[CH:38]=[CH:37][CH:36]=[CH:35][C:34]=2[C:39]([F:42])([F:40])[F:41])[CH2:20][N:21]2[C:29](=[O:30])[C:28]3[C:23](=[CH:24][CH:25]=[CH:26][CH:27]=3)[C:22]2=[O:31])=[O:16])[S:10][C:11]=1[CH2:12][CH3:13]. The catalyst class is: 4. (5) Reactant: [C:1]([O:5][C:6]([N:8]1[CH2:13][CH2:12][C:11](N2CCOCC2)=[C:10]([C:20](=[S:23])[NH:21][CH3:22])[CH2:9]1)=[O:7])([CH3:4])([CH3:3])[CH3:2].[C:24](#[N:28])[CH2:25][C:26]#[N:27].N1CCCCC1. Product: [NH2:28][C:24]1[N:21]([CH3:22])[C:20](=[S:23])[C:10]2[CH2:9][N:8]([C:6]([O:5][C:1]([CH3:2])([CH3:3])[CH3:4])=[O:7])[CH2:13][CH2:12][C:11]=2[C:25]=1[C:26]#[N:27]. The catalyst class is: 14.